This data is from Catalyst prediction with 721,799 reactions and 888 catalyst types from USPTO. The task is: Predict which catalyst facilitates the given reaction. (1) The catalyst class is: 41. Reactant: [ClH:1].CCCCCCC.[CH3:9][O:10][C:11]1[N:16]=[C:15](/[CH:17]=[CH:18]/[C:19]2[N:37]=[C:22]3[C@H:23]([C:27]4[CH:32]=[CH:31][CH:30]=[CH:29][C:28]=4[C:33]([F:36])([F:35])[F:34])[CH2:24][CH2:25][CH2:26][N:21]3[N:20]=2)[CH:14]=[CH:13][C:12]=1[N:38]1[CH:42]=[C:41]([CH3:43])[N:40]=[CH:39]1. Product: [ClH:1].[CH3:9][O:10][C:11]1[N:16]=[C:15](/[CH:17]=[CH:18]/[C:19]2[N:37]=[C:22]3[C@H:23]([C:27]4[CH:32]=[CH:31][CH:30]=[CH:29][C:28]=4[C:33]([F:36])([F:35])[F:34])[CH2:24][CH2:25][CH2:26][N:21]3[N:20]=2)[CH:14]=[CH:13][C:12]=1[N:38]1[CH:42]=[C:41]([CH3:43])[N:40]=[CH:39]1. (2) Reactant: [CH3:1][O:2][C:3]1[C:4](=[O:11])[CH2:5][CH2:6][C:7]([CH3:10])([CH3:9])[CH:8]=1.[C:12](OCC)(=[O:18])[C:13]([O:15][CH2:16][CH3:17])=[O:14].C[Si]([N-][Si](C)(C)C)(C)C.[Li+]. Product: [CH3:1][O:2][C:3]1[C:4](=[O:11])[CH:5]([C:12](=[O:18])[C:13]([O:15][CH2:16][CH3:17])=[O:14])[CH2:6][C:7]([CH3:9])([CH3:10])[CH:8]=1. The catalyst class is: 469.